Dataset: Reaction yield outcomes from USPTO patents with 853,638 reactions. Task: Predict the reaction yield, written as a fraction of the theoretical maximum amount of product (1.0 means a 100% yield; for example, 0.34 means a 34% yield). (1) The reactants are Br[C:2]1[S:3][CH:4]=[C:5]([Cl:7])[CH:6]=1.[N:8]1[CH:13]=[CH:12][CH:11]=[C:10](B(O)O)[CH:9]=1.C([O-])([O-])=O.[Na+].[Na+].N#N.C1C=CC(P(C2C=CC=CC=2)C2C=CC=CC=2)=CC=1. The catalyst is C(Cl)Cl.CC([O-])=O.CC([O-])=O.[Pd+2].C(O)CC. The product is [Cl:7][C:5]1[CH:6]=[C:2]([C:10]2[CH:9]=[N:8][CH:13]=[CH:12][CH:11]=2)[S:3][CH:4]=1. The yield is 0.510. (2) The reactants are O1CCCC1.[Cl:6][C:7]1[C:8]([CH:19]([C:33]2[CH:38]=[C:37]([F:39])[CH:36]=[CH:35][C:34]=2[F:40])[S:20]([C:23]2[CH:28]=[CH:27][C:26]([C:29]([F:32])([F:31])[F:30])=[CH:25][CH:24]=2)(=[O:22])=[O:21])=[CH:9][C:10]([CH2:13][CH2:14][C:15]([O:17]C)=[O:16])=[N:11][CH:12]=1.[OH-].[Na+].Cl. The catalyst is CO. The product is [Cl:6][C:7]1[C:8]([CH:19]([C:33]2[CH:38]=[C:37]([F:39])[CH:36]=[CH:35][C:34]=2[F:40])[S:20]([C:23]2[CH:28]=[CH:27][C:26]([C:29]([F:31])([F:30])[F:32])=[CH:25][CH:24]=2)(=[O:22])=[O:21])=[CH:9][C:10]([CH2:13][CH2:14][C:15]([OH:17])=[O:16])=[N:11][CH:12]=1. The yield is 0.680. (3) The reactants are C(Cl)(=O)C(Cl)=O.CS(C)=O.[CH:11]1([C:14]([CH3:19])([CH3:18])[CH2:15][CH2:16][OH:17])[CH2:13][CH2:12]1.C(N(CC)CC)C. The catalyst is ClCCl.O. The product is [CH:11]1([C:14]([CH3:19])([CH3:18])[CH2:15][CH:16]=[O:17])[CH2:13][CH2:12]1. The yield is 0.980.